The task is: Predict the reactants needed to synthesize the given product.. This data is from Full USPTO retrosynthesis dataset with 1.9M reactions from patents (1976-2016). (1) Given the product [CH2:1]([N:8]1[C@@H:13]2[C@H:14]([C:16]#[N:17])[CH2:15][C@@:9]1([C:38]1[CH:43]=[CH:42][CH:41]=[CH:40][CH:39]=1)[C@H:10]([O:18][C@H:19]([C:20]1[CH:25]=[C:24]([C:26]([F:28])([F:29])[F:27])[CH:23]=[C:22]([C:30]([F:31])([F:32])[F:33])[CH:21]=1)[CH2:34][OH:35])[CH2:11][CH2:12]2)[C:2]1[CH:7]=[CH:6][CH:5]=[CH:4][CH:3]=1, predict the reactants needed to synthesize it. The reactants are: [CH2:1]([N:8]1[C@@H:13]2[C@H:14]([C:16]#[N:17])[CH2:15][C@@:9]1([C:38]1[CH:43]=[CH:42][CH:41]=[CH:40][CH:39]=1)[C@H:10]([O:18][C@@H:19]([C:34](OC)=[O:35])[C:20]1[CH:25]=[C:24]([C:26]([F:29])([F:28])[F:27])[CH:23]=[C:22]([C:30]([F:33])([F:32])[F:31])[CH:21]=1)[CH2:11][CH2:12]2)[C:2]1[CH:7]=[CH:6][CH:5]=[CH:4][CH:3]=1.[BH4-].[Na+]. (2) Given the product [Br:25][CH2:26][C:27]([N:19]1[CH2:18][CH2:17][N:16]([C:15](=[O:22])[CH2:14][C:12]2[N:13]=[C:9]([NH:8][C:6](=[O:7])[C:5]3[CH:4]=[CH:3][C:2]([Cl:1])=[CH:24][CH:23]=3)[S:10][CH:11]=2)[CH2:21][CH2:20]1)=[O:28], predict the reactants needed to synthesize it. The reactants are: [Cl:1][C:2]1[CH:24]=[CH:23][C:5]([C:6]([NH:8][C:9]2[S:10][CH:11]=[C:12]([CH2:14][C:15](=[O:22])[N:16]3[CH2:21][CH2:20][NH:19][CH2:18][CH2:17]3)[N:13]=2)=[O:7])=[CH:4][CH:3]=1.[Br:25][CH2:26][C:27](O)=[O:28]. (3) Given the product [CH3:25][N:22]1[C:23]2[C:19](=[CH:18][CH:17]=[C:16]([C:13]3[O:15][C:35]([CH3:36])=[N:37][CH:14]=3)[CH:24]=2)[C:20]([CH3:28])([CH3:27])[C:21]1=[O:26], predict the reactants needed to synthesize it. The reactants are: C([O-])(=O)C.FC(F)(F)S(O)(=O)=O.[C:13]([C:16]1[CH:24]=[C:23]2[C:19]([C:20]([CH3:28])([CH3:27])[C:21](=[O:26])[N:22]2[CH3:25])=[CH:18][CH:17]=1)(=[O:15])[CH3:14].C(=O)([O-])[O-].[Na+].[Na+].[C:35](#[N:37])[CH3:36]. (4) Given the product [F:22][C:19]([F:20])([F:21])[C:17]1[CH:18]=[C:13]([C:10]([CH3:12])([CH3:11])[C:9]([N:8]([C:5]2[CH:6]=[N:7][C:2]([NH:1][S:37]([CH3:36])(=[O:39])=[O:38])=[CH:3][C:4]=2[C:29]2[CH:34]=[CH:33][CH:32]=[CH:31][C:30]=2[CH3:35])[CH3:28])=[O:27])[CH:14]=[C:15]([C:23]([F:26])([F:24])[F:25])[CH:16]=1, predict the reactants needed to synthesize it. The reactants are: [NH2:1][C:2]1[N:7]=[CH:6][C:5]([N:8]([CH3:28])[C:9](=[O:27])[C:10]([C:13]2[CH:18]=[C:17]([C:19]([F:22])([F:21])[F:20])[CH:16]=[C:15]([C:23]([F:26])([F:25])[F:24])[CH:14]=2)([CH3:12])[CH3:11])=[C:4]([C:29]2[CH:34]=[CH:33][CH:32]=[CH:31][C:30]=2[CH3:35])[CH:3]=1.[CH3:36][S:37](Cl)(=[O:39])=[O:38]. (5) The reactants are: BrC1C(C)=CC(C)=CC=1C.C([Li])(C)(C)C.[CH3:16][O:17][C:18]1[CH:19]=[N:20][CH:21]=[CH:22][CH:23]=1.[O:24]1[C:28]2[CH:29]=[CH:30][CH:31]=[CH:32][C:27]=2[CH:26]=[C:25]1[CH:33]=[N:34][S:35]([C:38]1[CH:48]=[CH:47][C:41]2[O:42][CH2:43][CH2:44][CH2:45][O:46][C:40]=2[CH:39]=1)(=[O:37])=[O:36]. Given the product [O:24]1[C:28]2[CH:29]=[CH:30][CH:31]=[CH:32][C:27]=2[CH:26]=[C:25]1[CH:33]([C:19]1[C:18]([O:17][CH3:16])=[CH:23][CH:22]=[CH:21][N:20]=1)[NH:34][S:35]([C:38]1[CH:48]=[CH:47][C:41]2[O:42][CH2:43][CH2:44][CH2:45][O:46][C:40]=2[CH:39]=1)(=[O:36])=[O:37], predict the reactants needed to synthesize it. (6) Given the product [CH3:1][C:2]1[C:3](=[O:9])[CH2:4][CH2:5][CH2:6][C:7]=1[NH:10][C:11]1[CH:12]=[CH:13][C:14]([CH2:17][C:18]([OH:20])=[O:19])=[CH:15][CH:16]=1.[CH3:6][CH2:7][OH:8], predict the reactants needed to synthesize it. The reactants are: [CH3:1][CH:2]1[C:7](=[O:8])[CH2:6][CH2:5][CH2:4][C:3]1=[O:9].[NH2:10][C:11]1[CH:16]=[CH:15][C:14]([CH2:17][C:18]([OH:20])=[O:19])=[CH:13][CH:12]=1. (7) Given the product [Br:1][C:2]1[C:3]([C@H:9]2[CH2:13][O:12][CH2:11][C@@H:10]2[OH:14])=[C:4]([CH3:8])[S:5][C:6]=1[CH3:7], predict the reactants needed to synthesize it. The reactants are: [Br:1][C:2]1[C:3]([C@@H:9]2[CH2:13][O:12][CH2:11][C@H:10]2[OH:14])=[C:4]([CH3:8])[S:5][C:6]=1[CH3:7]. (8) Given the product [Cl:1][C:2]1[S:6][C:5]([S:7]([NH:10][C:31](=[O:35])[C:32]([NH:11][C:12]2[CH:17]=[CH:16][C:15]([N:18]3[C:22](=[O:23])[C:21]4[CH:24]=[C:25]([Cl:28])[CH:26]=[CH:27][C:20]=4[C:19]3=[O:29])=[C:14]([CH3:30])[CH:13]=2)=[O:33])(=[O:9])=[O:8])=[CH:4][CH:3]=1, predict the reactants needed to synthesize it. The reactants are: [Cl:1][C:2]1[S:6][C:5]([S:7]([NH2:10])(=[O:9])=[O:8])=[CH:4][CH:3]=1.[NH2:11][C:12]1[CH:17]=[CH:16][C:15]([N:18]2[C:22](=[O:23])[C:21]3[CH:24]=[C:25]([Cl:28])[CH:26]=[CH:27][C:20]=3[C:19]2=[O:29])=[C:14]([CH3:30])[CH:13]=1.[C:31](Cl)(=[O:35])[C:32](Cl)=[O:33]. (9) Given the product [C:1]([C:4]1[CH:12]=[CH:11][CH:10]=[CH:9][C:5]=1[C:6]([O:8][CH2:22][CH2:21][CH:19]([CH3:20])[CH2:18][CH2:17][CH:16]=[C:14]([CH3:15])[CH3:13])=[O:7])(=[O:3])[CH3:2], predict the reactants needed to synthesize it. The reactants are: [C:1]([C:4]1[CH:12]=[CH:11][CH:10]=[CH:9][C:5]=1[C:6]([OH:8])=[O:7])(=[O:3])[CH3:2].[CH3:13][C:14](=[CH:16][CH2:17][CH2:18][CH:19]([CH2:21][CH2:22]O)[CH3:20])[CH3:15].C1CCC(N=C=NC2CCCCC2)CC1.